Task: Regression. Given a peptide amino acid sequence and an MHC pseudo amino acid sequence, predict their binding affinity value. This is MHC class I binding data.. Dataset: Peptide-MHC class I binding affinity with 185,985 pairs from IEDB/IMGT The peptide sequence is WDAYIPHYV. The MHC is HLA-A01:01 with pseudo-sequence HLA-A01:01. The binding affinity (normalized) is 0.213.